This data is from Peptide-MHC class I binding affinity with 185,985 pairs from IEDB/IMGT. The task is: Regression. Given a peptide amino acid sequence and an MHC pseudo amino acid sequence, predict their binding affinity value. This is MHC class I binding data. (1) The peptide sequence is FWAWSVLRV. The MHC is HLA-B15:17 with pseudo-sequence HLA-B15:17. The binding affinity (normalized) is 0.0847. (2) The binding affinity (normalized) is 0.951. The MHC is HLA-A02:01 with pseudo-sequence HLA-A02:01. The peptide sequence is SVMNFIPII. (3) The peptide sequence is SSLENFRAYV. The MHC is HLA-A02:02 with pseudo-sequence HLA-A02:02. The binding affinity (normalized) is 0.508. (4) The MHC is HLA-B57:01 with pseudo-sequence HLA-B57:01. The binding affinity (normalized) is 0.552. The peptide sequence is VASEGFQYSD. (5) The MHC is HLA-A02:16 with pseudo-sequence HLA-A02:16. The binding affinity (normalized) is 0.0847. The peptide sequence is PQVLGGLSF.